This data is from NCI-60 drug combinations with 297,098 pairs across 59 cell lines. The task is: Regression. Given two drug SMILES strings and cell line genomic features, predict the synergy score measuring deviation from expected non-interaction effect. (1) Drug 1: CN1CCC(CC1)COC2=C(C=C3C(=C2)N=CN=C3NC4=C(C=C(C=C4)Br)F)OC. Drug 2: C1=CC(=CC=C1C#N)C(C2=CC=C(C=C2)C#N)N3C=NC=N3. Cell line: MCF7. Synergy scores: CSS=9.55, Synergy_ZIP=-0.126, Synergy_Bliss=4.03, Synergy_Loewe=-0.549, Synergy_HSA=3.76. (2) Synergy scores: CSS=4.38, Synergy_ZIP=3.23, Synergy_Bliss=-1.87, Synergy_Loewe=-3.54, Synergy_HSA=-3.24. Drug 2: CCCCC(=O)OCC(=O)C1(CC(C2=C(C1)C(=C3C(=C2O)C(=O)C4=C(C3=O)C=CC=C4OC)O)OC5CC(C(C(O5)C)O)NC(=O)C(F)(F)F)O. Cell line: HCT116. Drug 1: C1CCC(C1)C(CC#N)N2C=C(C=N2)C3=C4C=CNC4=NC=N3. (3) Drug 1: CC1=C2C(C(=O)C3(C(CC4C(C3C(C(C2(C)C)(CC1OC(=O)C(C(C5=CC=CC=C5)NC(=O)OC(C)(C)C)O)O)OC(=O)C6=CC=CC=C6)(CO4)OC(=O)C)OC)C)OC. Drug 2: CC1=C(N=C(N=C1N)C(CC(=O)N)NCC(C(=O)N)N)C(=O)NC(C(C2=CN=CN2)OC3C(C(C(C(O3)CO)O)O)OC4C(C(C(C(O4)CO)O)OC(=O)N)O)C(=O)NC(C)C(C(C)C(=O)NC(C(C)O)C(=O)NCCC5=NC(=CS5)C6=NC(=CS6)C(=O)NCCC[S+](C)C)O. Cell line: UACC62. Synergy scores: CSS=39.1, Synergy_ZIP=0.847, Synergy_Bliss=0.00910, Synergy_Loewe=-5.69, Synergy_HSA=2.27. (4) Drug 1: C1=CC(=C2C(=C1NCCNCCO)C(=O)C3=C(C=CC(=C3C2=O)O)O)NCCNCCO. Drug 2: C1=NC2=C(N1)C(=S)N=CN2. Cell line: NCI-H460. Synergy scores: CSS=51.8, Synergy_ZIP=-0.268, Synergy_Bliss=0.123, Synergy_Loewe=-11.1, Synergy_HSA=2.11. (5) Drug 1: C#CCC(CC1=CN=C2C(=N1)C(=NC(=N2)N)N)C3=CC=C(C=C3)C(=O)NC(CCC(=O)O)C(=O)O. Drug 2: CS(=O)(=O)OCCCCOS(=O)(=O)C. Cell line: HL-60(TB). Synergy scores: CSS=69.4, Synergy_ZIP=2.28, Synergy_Bliss=1.17, Synergy_Loewe=-11.7, Synergy_HSA=4.84. (6) Drug 1: CNC(=O)C1=CC=CC=C1SC2=CC3=C(C=C2)C(=NN3)C=CC4=CC=CC=N4. Drug 2: C1CC(=O)NC(=O)C1N2C(=O)C3=CC=CC=C3C2=O. Cell line: EKVX. Synergy scores: CSS=5.26, Synergy_ZIP=-0.732, Synergy_Bliss=4.60, Synergy_Loewe=-1.04, Synergy_HSA=2.48. (7) Drug 1: CC(C1=C(C=CC(=C1Cl)F)Cl)OC2=C(N=CC(=C2)C3=CN(N=C3)C4CCNCC4)N. Drug 2: CCC1(CC2CC(C3=C(CCN(C2)C1)C4=CC=CC=C4N3)(C5=C(C=C6C(=C5)C78CCN9C7C(C=CC9)(C(C(C8N6C)(C(=O)OC)O)OC(=O)C)CC)OC)C(=O)OC)O.OS(=O)(=O)O. Cell line: MOLT-4. Synergy scores: CSS=43.7, Synergy_ZIP=2.15, Synergy_Bliss=4.54, Synergy_Loewe=2.98, Synergy_HSA=3.90. (8) Drug 1: CC1=C(N=C(N=C1N)C(CC(=O)N)NCC(C(=O)N)N)C(=O)NC(C(C2=CN=CN2)OC3C(C(C(C(O3)CO)O)O)OC4C(C(C(C(O4)CO)O)OC(=O)N)O)C(=O)NC(C)C(C(C)C(=O)NC(C(C)O)C(=O)NCCC5=NC(=CS5)C6=NC(=CS6)C(=O)NCCC[S+](C)C)O. Drug 2: C1CN(P(=O)(OC1)NCCCl)CCCl. Cell line: HOP-92. Synergy scores: CSS=19.2, Synergy_ZIP=-6.77, Synergy_Bliss=5.49, Synergy_Loewe=-16.8, Synergy_HSA=3.93. (9) Drug 1: CCC1=C2CN3C(=CC4=C(C3=O)COC(=O)C4(CC)O)C2=NC5=C1C=C(C=C5)O. Drug 2: C(=O)(N)NO. Cell line: NCIH23. Synergy scores: CSS=22.1, Synergy_ZIP=-4.48, Synergy_Bliss=-2.23, Synergy_Loewe=-87.9, Synergy_HSA=-1.84. (10) Drug 1: CC1=C(C=C(C=C1)NC2=NC=CC(=N2)N(C)C3=CC4=NN(C(=C4C=C3)C)C)S(=O)(=O)N.Cl. Drug 2: CS(=O)(=O)OCCCCOS(=O)(=O)C. Cell line: UO-31. Synergy scores: CSS=2.86, Synergy_ZIP=-2.98, Synergy_Bliss=-2.43, Synergy_Loewe=-1.53, Synergy_HSA=-1.02.